This data is from Full USPTO retrosynthesis dataset with 1.9M reactions from patents (1976-2016). The task is: Predict the reactants needed to synthesize the given product. Given the product [CH2:20]([O:3][C@H:4]1[C@@H:8]([O:9][CH2:37][CH2:36][CH2:35][CH2:34][CH2:33][CH2:32][CH2:31][CH2:30][CH2:29][CH2:28][CH2:27][CH2:26][CH2:25][CH2:24][CH2:23][CH2:22][CH2:21][CH3:20])[CH2:7][N:6]([C:10]([O:12][CH2:13][C:14]2[CH:19]=[CH:18][CH:17]=[CH:16][CH:15]=2)=[O:11])[CH2:5]1)[CH2:21][CH2:22][CH2:23][CH2:24][CH2:25][CH2:26][CH2:27][CH2:28][CH2:29][CH2:30][CH2:31][CH2:32][CH2:33][CH2:34][CH2:35][CH2:36][CH3:37], predict the reactants needed to synthesize it. The reactants are: [H-].[Na+].[OH:3][C@H:4]1[C@@H:8]([OH:9])[CH2:7][N:6]([C:10]([O:12][CH2:13][C:14]2[CH:19]=[CH:18][CH:17]=[CH:16][CH:15]=2)=[O:11])[CH2:5]1.[CH2:20](Br)[CH2:21][CH2:22][CH2:23][CH2:24][CH2:25][CH2:26][CH2:27][CH2:28][CH2:29][CH2:30][CH2:31][CH2:32][CH2:33][CH2:34][CH2:35][CH2:36][CH3:37].[I-].[Na+].